This data is from Catalyst prediction with 721,799 reactions and 888 catalyst types from USPTO. The task is: Predict which catalyst facilitates the given reaction. (1) Reactant: [CH:1]([C:3]1[CH:15]=[CH:14][C:6]([O:7][CH2:8][C:9]([O:11][CH2:12][CH3:13])=[O:10])=[C:5]([CH3:16])[CH:4]=1)=O.[CH2:17]([NH2:21])[CH2:18][CH2:19][CH3:20].C(O[BH-](OC(=O)C)OC(=O)C)(=O)C.[Na+]. Product: [CH2:17]([NH:21][CH2:1][C:3]1[CH:15]=[CH:14][C:6]([O:7][CH2:8][C:9]([O:11][CH2:12][CH3:13])=[O:10])=[C:5]([CH3:16])[CH:4]=1)[CH2:18][CH2:19][CH3:20]. The catalyst class is: 8. (2) The catalyst class is: 3. Product: [CH3:2][O:3][C:4]([C@H:6]1[NH:24][C:23](=[O:25])[C@H:22]([CH:26]([CH3:28])[CH3:27])[NH:21][C:20](=[O:29])[C@@H:19]([NH:30][C:34]([O:36][CH2:37][C:38]2[CH:43]=[CH:42][CH:41]=[CH:40][CH:39]=2)=[O:35])[CH2:18][C:17]2=[CH:31][CH:32]=[C:14]([CH:15]=[CH:16]2)[O:13][CH2:12][CH2:11][CH2:10][CH2:9][S:8][CH2:7]1)=[O:5]. Reactant: Cl.[CH3:2][O:3][C:4]([C@H:6]1[NH:24][C:23](=[O:25])[C@H:22]([CH:26]([CH3:28])[CH3:27])[NH:21][C:20](=[O:29])[C@@H:19]([NH2:30])[CH2:18][C:17]2=[CH:31][CH:32]=[C:14]([CH:15]=[CH:16]2)[O:13][CH2:12][CH2:11][CH2:10][CH2:9][S:8][CH2:7]1)=[O:5].Cl[C:34]([O:36][CH2:37][C:38]1[CH:43]=[CH:42][CH:41]=[CH:40][CH:39]=1)=[O:35].CCN(C(C)C)C(C)C.CCOC(C)=O.C(Cl)Cl.